This data is from Catalyst prediction with 721,799 reactions and 888 catalyst types from USPTO. The task is: Predict which catalyst facilitates the given reaction. Reactant: [H-].[Al+3].[Li+].[H-].[H-].[H-].[S:7]1[C:13]2[CH:14]=[CH:15][CH:16]=[CH:17][C:12]=2[C:11](=O)[NH:10][CH2:9][CH2:8]1.O. Product: [S:7]1[C:13]2[CH:14]=[CH:15][CH:16]=[CH:17][C:12]=2[CH2:11][NH:10][CH2:9][CH2:8]1. The catalyst class is: 7.